From a dataset of Peptide-MHC class II binding affinity with 134,281 pairs from IEDB. Regression. Given a peptide amino acid sequence and an MHC pseudo amino acid sequence, predict their binding affinity value. This is MHC class II binding data. (1) The peptide sequence is AALPLLFFALAGQRI. The MHC is HLA-DQA10102-DQB10602 with pseudo-sequence HLA-DQA10102-DQB10602. The binding affinity (normalized) is 0.457. (2) The peptide sequence is PSSASPWSWPDLDLK. The MHC is DRB3_0101 with pseudo-sequence DRB3_0101. The binding affinity (normalized) is 0. (3) The peptide sequence is YDKFLANVSTTLTGK. The MHC is DRB1_0101 with pseudo-sequence DRB1_0101. The binding affinity (normalized) is 0.912. (4) The peptide sequence is PKFENIAEGLR. The MHC is HLA-DPA10201-DPB10501 with pseudo-sequence HLA-DPA10201-DPB10501. The binding affinity (normalized) is 0.0703.